Dataset: Reaction yield outcomes from USPTO patents with 853,638 reactions. Task: Predict the reaction yield, written as a fraction of the theoretical maximum amount of product (1.0 means a 100% yield; for example, 0.34 means a 34% yield). The reactants are [CH3:1][C:2]1[CH:12]=[CH:11][C:5]([C:6]([CH2:8][C:9]#[N:10])=[O:7])=[CH:4][CH:3]=1.[CH3:21][C:17]1(O)[CH2:16][S:15][C:17]([CH3:21])(O)[CH2:16][S:15]1.C(N(CC)CC)C. The catalyst is C(O)C. The product is [NH2:10][C:9]1[S:15][CH:16]=[C:17]([CH3:21])[C:8]=1[C:6]([C:5]1[CH:11]=[CH:12][C:2]([CH3:1])=[CH:3][CH:4]=1)=[O:7]. The yield is 0.330.